From a dataset of Catalyst prediction with 721,799 reactions and 888 catalyst types from USPTO. Predict which catalyst facilitates the given reaction. (1) Reactant: [CH3:1][O:2][C:3](=[O:16])[C:4]1[CH:12]=[C:11]([N+:13]([O-:15])=[O:14])[CH:10]=[C:6]([C:7](O)=[O:8])[CH:5]=1.[Cl:17]C(Cl)C.O=S(Cl)Cl. Product: [CH3:1][O:2][C:3](=[O:16])[C:4]1[CH:12]=[C:11]([N+:13]([O-:15])=[O:14])[CH:10]=[C:6]([C:7]([Cl:17])=[O:8])[CH:5]=1. The catalyst class is: 3. (2) Reactant: [CH3:1][C:2]1[NH:3][C:4](=[O:26])[C:5]([CH2:11][C:12]2[CH:17]=[CH:16][C:15]([C:18]3[C:19]([C:24]#[N:25])=[CH:20][CH:21]=[CH:22][CH:23]=3)=[CH:14][CH:13]=2)=[C:6]([CH2:8][CH2:9][CH3:10])[N:7]=1.[C:27]1(B(O)O)[CH:32]=[CH:31][CH:30]=[CH:29][CH:28]=1.C(N(CC)CC)C.N1C=CC=CC=1. Product: [CH3:1][C:2]1[N:3]([C:27]2[CH:32]=[CH:31][CH:30]=[CH:29][CH:28]=2)[C:4](=[O:26])[C:5]([CH2:11][C:12]2[CH:17]=[CH:16][C:15]([C:18]3[C:19]([C:24]#[N:25])=[CH:20][CH:21]=[CH:22][CH:23]=3)=[CH:14][CH:13]=2)=[C:6]([CH2:8][CH2:9][CH3:10])[N:7]=1. The catalyst class is: 297. (3) Reactant: [CH3:1][S:2]([C:5]1[CH:10]=[CH:9][C:8]([C:11]([C:16]2[NH:27][C:19]3=[N:20][CH:21]=[C:22]([C:24]([OH:26])=[O:25])[CH:23]=[C:18]3[CH:17]=2)=[CH:12][CH:13]([CH3:15])[CH3:14])=[CH:7][CH:6]=1)(=[O:4])=[O:3].[H][H]. Product: [CH3:1][S:2]([C:5]1[CH:10]=[CH:9][C:8]([CH:11]([C:16]2[NH:27][C:19]3=[N:20][CH:21]=[C:22]([C:24]([OH:26])=[O:25])[CH:23]=[C:18]3[CH:17]=2)[CH2:12][CH:13]([CH3:15])[CH3:14])=[CH:7][CH:6]=1)(=[O:3])=[O:4]. The catalyst class is: 43. (4) Reactant: [CH3:1][CH2:2][C:3]1[C:25]([CH3:26])=[C:24]2[NH:27][C:4]=1[CH:5]=[C:6]1[N:40]=[C:39]3[C:8]([C:9]([CH:11]([C:41]([O:43][CH3:44])=[O:42])[C:12]3=[C:13]3[N:17]=[C:16]([CH:18]=[C:19]4[NH:28][C:22](=[CH:23]2)[C:21]([CH:29]=[CH2:30])=[C:20]4[CH3:31])[CH:15]([CH3:32])[CH:14]3[CH2:33][CH2:34][C:35]([O:37][CH3:38])=[O:36])=[O:10])=[C:7]1[CH3:45].[NH2:46][CH2:47][CH2:48][O:49][CH2:50][CH2:51][OH:52]. Product: [OH:52][CH2:51][CH2:50][O:49][CH2:48][CH2:47][NH:46][C:9]([C:8]1[C:7]([CH3:45])=[C:6]2[CH:5]=[C:4]3[N:27]=[C:24]([C:25]([CH3:26])=[C:3]3[CH2:2][CH3:1])[CH:23]=[C:22]3[NH:28][C:19]([C:20]([CH3:31])=[C:21]3[CH:29]=[CH2:30])=[CH:18][C:16]3=[N:17][C:13]([CH:14]([CH2:33][CH2:34][C:35]([O:37][CH3:38])=[O:36])[CH:15]3[CH3:32])=[C:12]([CH2:11][C:41]([O:43][CH3:44])=[O:42])[C:39]=1[NH:40]2)=[O:10]. The catalyst class is: 4. (5) The catalyst class is: 7. Reactant: [H-].[Na+].[Cl:3][C:4]1[CH:5]=[CH:6][C:7]([N+:11]([O-:13])=[O:12])=[C:8]([CH:10]=1)[NH2:9].[C:14](O[C:14]([O:16][C:17]([CH3:20])([CH3:19])[CH3:18])=[O:15])([O:16][C:17]([CH3:20])([CH3:19])[CH3:18])=[O:15].[CH3:29]I. Product: [C:17]([O:16][C:14]([N:9]([CH3:29])[C:8]1[CH:10]=[C:4]([Cl:3])[CH:5]=[CH:6][C:7]=1[N+:11]([O-:13])=[O:12])=[O:15])([CH3:20])([CH3:19])[CH3:18]. (6) The catalyst class is: 4. Product: [Br:5][CH2:6][CH2:7][CH2:8][C:9]([CH3:16])([CH3:15])[CH2:10][OH:11]. Reactant: [BH4-].[Li+].CO.[Br:5][CH2:6][CH2:7][CH2:8][C:9]([CH3:16])([CH3:15])[C:10](OCC)=[O:11].[NH4+].[Cl-]. (7) Reactant: [Cl:1]C(OC(Cl)C)=O.C([N:15]1[CH2:38][CH:37]([C:39]2[O:43][N:42]=[C:41]([CH3:44])[N:40]=2)[O:36][C:17]2([CH2:22][CH2:21][N:20]([C:23]([C:25]3[CH:30]=[CH:29][C:28]([O:31][CH:32]([CH3:34])[CH3:33])=[C:27]([CH3:35])[CH:26]=3)=[O:24])[CH2:19][CH2:18]2)[CH2:16]1)C1C=CC=CC=1. Product: [ClH:1].[CH:32]([O:31][C:28]1[CH:29]=[CH:30][C:25]([C:23]([N:20]2[CH2:21][CH2:22][C:17]3([O:36][CH:37]([C:39]4[O:43][N:42]=[C:41]([CH3:44])[N:40]=4)[CH2:38][NH:15][CH2:16]3)[CH2:18][CH2:19]2)=[O:24])=[CH:26][C:27]=1[CH3:35])([CH3:34])[CH3:33]. The catalyst class is: 26. (8) Reactant: [CH:1]1([CH:6]([OH:8])[CH3:7])[CH2:5][CH2:4][CH2:3][CH2:2]1.[H-].[Na+].Cl[C:12]1[CH:13]=[CH:14][C:15]2[CH2:16][N:17]([C:23]([O:25][C:26]([CH3:29])([CH3:28])[CH3:27])=[O:24])[CH2:18][CH2:19][O:20][C:21]=2[N:22]=1.O. Product: [CH:1]1([CH:6]([O:8][C:12]2[CH:13]=[CH:14][C:15]3[CH2:16][N:17]([C:23]([O:25][C:26]([CH3:29])([CH3:28])[CH3:27])=[O:24])[CH2:18][CH2:19][O:20][C:21]=3[N:22]=2)[CH3:7])[CH2:5][CH2:4][CH2:3][CH2:2]1. The catalyst class is: 733.